From a dataset of Full USPTO retrosynthesis dataset with 1.9M reactions from patents (1976-2016). Predict the reactants needed to synthesize the given product. (1) Given the product [CH3:26][O:25][CH2:24][CH2:23][CH2:22][CH2:21][CH2:20][O:1][C:2]1[CH:3]=[CH:4][C:5]([CH2:8][NH:9][C:10](=[O:18])[C:11]2[CH:16]=[CH:15][CH:14]=[N:13][C:12]=2[NH2:17])=[CH:6][CH:7]=1, predict the reactants needed to synthesize it. The reactants are: [OH:1][C:2]1[CH:7]=[CH:6][C:5]([CH2:8][NH:9][C:10](=[O:18])[C:11]2[CH:16]=[CH:15][CH:14]=[N:13][C:12]=2[NH2:17])=[CH:4][CH:3]=1.Br[CH2:20][CH2:21][CH2:22][CH2:23][CH2:24][O:25][CH3:26].C(=O)([O-])[O-].[Cs+].[Cs+].CN(C=O)C. (2) Given the product [Cl:18][C:19]1[C:20]([O:28][CH3:29])=[N:21][CH:22]=[CH:23][C:24]=1[C:14]1[C:9]([NH:8][CH:5]2[CH2:6][CH2:7][C:2]([CH3:17])([CH3:1])[CH2:3][CH2:4]2)=[N:10][C:11]([NH2:16])=[N:12][CH:13]=1, predict the reactants needed to synthesize it. The reactants are: [CH3:1][C:2]1([CH3:17])[CH2:7][CH2:6][CH:5]([NH:8][C:9]2[C:14](I)=[CH:13][N:12]=[C:11]([NH2:16])[N:10]=2)[CH2:4][CH2:3]1.[Cl:18][C:19]1[C:20]([O:28][CH3:29])=[N:21][CH:22]=[CH:23][C:24]=1B(O)O.N#N.C(=O)([O-])[O-].[Na+].[Na+].C([O-])(O)=O.[Na+]. (3) Given the product [Si:11]([O:18][CH:19]1[CH2:20][CH2:21][CH:22]([CH:25]=[O:26])[CH2:23][CH2:24]1)([C:14]([CH3:17])([CH3:16])[CH3:15])([CH3:13])[CH3:12], predict the reactants needed to synthesize it. The reactants are: C(Cl)(=O)C(Cl)=O.CS(C)=O.[Si:11]([O:18][CH:19]1[CH2:24][CH2:23][CH:22]([CH2:25][OH:26])[CH2:21][CH2:20]1)([C:14]([CH3:17])([CH3:16])[CH3:15])([CH3:13])[CH3:12].C(N(CC)CC)C.C(=O)(O)[O-].[Na+].